This data is from Forward reaction prediction with 1.9M reactions from USPTO patents (1976-2016). The task is: Predict the product of the given reaction. (1) Given the reactants [C:1]([OH:17])(=[O:16])[C:2]([C:10]1[CH:15]=[CH:14][CH:13]=[CH:12][CH:11]=1)([C:4]1[CH:9]=[CH:8][CH:7]=[CH:6][CH:5]=1)[OH:3].O1[B:23]([C@@H:24]([NH:29][C:30](=[O:43])[CH2:31][NH:32][C:33](=[O:42])[C:34]2[CH:39]=[C:38]([Cl:40])[CH:37]=[CH:36][C:35]=2[Cl:41])[CH2:25][CH:26]([CH3:28])[CH3:27])O[B:23]([C@@H:24]([NH:29][C:30](=[O:43])[CH2:31][NH:32][C:33](=[O:42])[C:34]2[CH:39]=[C:38]([Cl:40])[CH:37]=[CH:36][C:35]=2[Cl:41])[CH2:25][CH:26]([CH3:28])[CH3:27])O[B:23]1[C@@H:24]([NH:29][C:30](=[O:43])[CH2:31][NH:32][C:33](=[O:42])[C:34]1[CH:39]=[C:38]([Cl:40])[CH:37]=[CH:36][C:35]=1[Cl:41])[CH2:25][CH:26]([CH3:28])[CH3:27], predict the reaction product. The product is: [Cl:41][C:35]1[CH:36]=[CH:37][C:38]([Cl:40])=[CH:39][C:34]=1[C:33]([NH:32][CH2:31][C:30]([NH:29][C@H:24]([B:23]1[O:3][C:2]([C:10]2[CH:11]=[CH:12][CH:13]=[CH:14][CH:15]=2)([C:4]2[CH:9]=[CH:8][CH:7]=[CH:6][CH:5]=2)[C:1](=[O:17])[O:16]1)[CH2:25][CH:26]([CH3:28])[CH3:27])=[O:43])=[O:42]. (2) The product is: [C:1]([C:5]1[CH:6]=[C:7]2[C:12](=[C:13]([F:15])[CH:14]=1)[C:11](=[O:16])[N:10]([C:17]1[CH:24]=[C:23]([F:25])[CH:22]=[C:21]([C:26]3[CH:31]=[C:30]([NH:32][C:33]4[CH:38]=[CH:37][C:36]([N:39]5[CH2:44][CH2:43][N:42]([CH:45]6[CH2:46][O:47][CH2:48]6)[CH2:41][C@@H:40]5[CH3:49])=[CH:35][N:34]=4)[C:29](=[O:50])[N:28]([CH3:51])[CH:27]=3)[C:18]=1[CH2:19][OH:20])[N:9]=[CH:8]2)([CH3:2])([CH3:3])[CH3:4]. Given the reactants [C:1]([C:5]1[CH:6]=[C:7]2[C:12](=[C:13]([F:15])[CH:14]=1)[C:11](=[O:16])[N:10]([C:17]1[CH:24]=[C:23]([F:25])[CH:22]=[C:21]([C:26]3[CH:31]=[C:30]([NH:32][C:33]4[CH:38]=[CH:37][C:36]([N:39]5[CH2:44][CH2:43][N:42]([CH:45]6[CH2:48][O:47][CH2:46]6)[CH2:41][C@@H:40]5[CH3:49])=[CH:35][N:34]=4)[C:29](=[O:50])[N:28]([CH3:51])[CH:27]=3)[C:18]=1[CH:19]=[O:20])[N:9]=[CH:8]2)([CH3:4])([CH3:3])[CH3:2].[BH4-].[Na+], predict the reaction product. (3) The product is: [CH2:29]([O:31][C:32](=[O:36])/[CH:33]=[C:34](/[C:9]1[CH:10]=[CH:11][C:6]([C:3]([CH2:1][CH3:2])([C:14]2[CH:19]=[CH:18][C:17]([OH:20])=[C:16]([CH3:28])[CH:15]=2)[CH2:4][CH3:5])=[CH:7][C:8]=1[CH3:13])\[CH3:35])[CH3:30]. Given the reactants [CH2:1]([C:3]([C:14]1[CH:19]=[CH:18][C:17]([O:20]S(C(F)(F)F)(=O)=O)=[C:16]([CH3:28])[CH:15]=1)([C:6]1[CH:11]=[CH:10][C:9](O)=[C:8]([CH3:13])[CH:7]=1)[CH2:4][CH3:5])[CH3:2].[CH2:29]([O:31][C:32](=[O:36])/[CH:33]=[CH:34]/[CH3:35])[CH3:30].C([O-])(O)=O.[Na+].C1C=CC(P(C2C=CC=CC=2)CCCP(C2C=CC=CC=2)C2C=CC=CC=2)=CC=1.[Li+].[Br-].CC1(C)OC(COC2C=CC(C(C3C=CC(OS(C(F)(F)F)(=O)=O)=C(C)C=3)(CC)CC)=CC=2C)CO1.[NH4+].[Cl-], predict the reaction product. (4) The product is: [Br:1][C:2]1[CH:3]=[C:4](/[CH:9]=[CH:10]/[C:11]([N:13]([C:15]2([C:28]([NH:29][CH2:30][CH2:31][C:32]3[C:40]4[C:35](=[CH:36][CH:37]=[C:38]([F:41])[CH:39]=4)[NH:34][CH:33]=3)=[O:42])[CH2:20][CH2:19][NH:18][CH2:17][CH2:16]2)[CH3:14])=[O:12])[CH:5]=[CH:6][C:7]=1[F:8]. Given the reactants [Br:1][C:2]1[CH:3]=[C:4](/[CH:9]=[CH:10]/[C:11]([N:13]([C:15]2([C:28](=[O:42])[NH:29][CH2:30][CH2:31][C:32]3[C:40]4[C:35](=[CH:36][CH:37]=[C:38]([F:41])[CH:39]=4)[NH:34][CH:33]=3)[CH2:20][CH2:19][N:18](C(OC(C)(C)C)=O)[CH2:17][CH2:16]2)[CH3:14])=[O:12])[CH:5]=[CH:6][C:7]=1[F:8].C(O)(C(F)(F)F)=O.C([O-])(O)=O.[Na+].[OH-].[Na+], predict the reaction product.